The task is: Predict which catalyst facilitates the given reaction.. This data is from Catalyst prediction with 721,799 reactions and 888 catalyst types from USPTO. (1) Reactant: Br[C:2]1[NH:20][C:5]2[N:6]=[CH:7][N:8]=[C:9]([NH:10][C:11]3[CH:12]=[C:13]4[C:17](=[CH:18][CH:19]=3)[NH:16][N:15]=[CH:14]4)[C:4]=2[CH:3]=1.[CH3:21][S:22]([O-:24])=[O:23].[Na+].CNCCNC. Product: [NH:16]1[C:17]2[C:13](=[CH:12][C:11]([NH:10][C:9]3[C:4]4[CH:3]=[C:2]([S:22]([CH3:21])(=[O:24])=[O:23])[NH:20][C:5]=4[N:6]=[CH:7][N:8]=3)=[CH:19][CH:18]=2)[CH:14]=[N:15]1. The catalyst class is: 16. (2) Reactant: [C:1]([O:9]CC)(=O)[CH2:2][C:3]([O:5][CH2:6][CH3:7])=[O:4].[H-].[Na+].[H][H].[F:16][C:17]1[CH:35]=[CH:34][C:20]([CH2:21][N:22]2[C:27]3[CH:28]=[CH:29][CH:30]=[CH:31][C:26]=3[C:25](=O)[O:24]C2=O)=[CH:19][CH:18]=1. Product: [CH2:6]([O:5][C:3]([C:2]1[C:1](=[O:9])[N:22]([CH2:21][C:20]2[CH:19]=[CH:18][C:17]([F:16])=[CH:35][CH:34]=2)[C:27]2[C:26]([C:25]=1[OH:24])=[CH:31][CH:30]=[CH:29][CH:28]=2)=[O:4])[CH3:7]. The catalyst class is: 44. (3) Reactant: [NH2:1][CH:2]1[CH2:10][C:9]2[C:4](=[CH:5][C:6]([CH2:13][CH3:14])=[C:7]([CH2:11][CH3:12])[CH:8]=2)[CH2:3]1.[Li]. Product: [CH2:11]([C:7]1[CH2:8][C:9]2[CH2:10][CH:2]([NH2:1])[CH2:3][C:4]=2[CH2:5][C:6]=1[CH2:13][CH3:14])[CH3:12]. The catalyst class is: 328. (4) Reactant: [H-].[Na+].[CH2:3]([O:10][C:11]1[CH:18]=[C:17]([O:19][CH3:20])[C:14]([CH:15]=O)=[C:13]([O:21][CH3:22])[CH:12]=1)[C:4]1[CH:9]=[CH:8][CH:7]=[CH:6][CH:5]=1.[C:23]([O:26][CH2:27][CH3:28])(=[O:25])[CH3:24]. Product: [CH2:3]([O:10][C:11]1[CH:18]=[C:17]([O:19][CH3:20])[C:14](/[CH:15]=[CH:24]/[C:23]([O:26][CH2:27][CH3:28])=[O:25])=[C:13]([O:21][CH3:22])[CH:12]=1)[C:4]1[CH:9]=[CH:8][CH:7]=[CH:6][CH:5]=1. The catalyst class is: 7. (5) Reactant: [CH2:1]([N:8]([CH2:16][C:17]1[CH:22]=[CH:21][CH:20]=[CH:19][CH:18]=1)[CH2:9][CH2:10][O:11][CH2:12][CH2:13][CH2:14][OH:15])[C:2]1[CH:7]=[CH:6][CH:5]=[CH:4][CH:3]=1.CCN(CC)CC.[CH3:30][C:31]1[CH:36]=[CH:35][C:34]([S:37](Cl)(=[O:39])=[O:38])=[CH:33][CH:32]=1. Product: [CH3:30][C:31]1[CH:36]=[CH:35][C:34]([S:37]([O:15][CH2:14][CH2:13][CH2:12][O:11][CH2:10][CH2:9][N:8]([CH2:1][C:2]2[CH:3]=[CH:4][CH:5]=[CH:6][CH:7]=2)[CH2:16][C:17]2[CH:18]=[CH:19][CH:20]=[CH:21][CH:22]=2)(=[O:39])=[O:38])=[CH:33][CH:32]=1. The catalyst class is: 64. (6) Reactant: [O:1]([C:8]1[CH:17]=[CH:16][C:15]2[C:10](=[C:11]([C:18]([OH:20])=O)[CH:12]=[CH:13][CH:14]=2)[N:9]=1)[C:2]1[CH:7]=[CH:6][CH:5]=[CH:4][CH:3]=1.[NH2:21][C:22]1[C:23]([OH:29])=[N:24][CH:25]=[CH:26][C:27]=1[OH:28].CN(C(ON1N=NC2C=CC=NC1=2)=[N+](C)C)C.F[P-](F)(F)(F)(F)F.CCN(C(C)C)C(C)C. Product: [OH:29][C:23]1[C:22]([NH:21][C:18]([C:11]2[CH:12]=[CH:13][CH:14]=[C:15]3[C:10]=2[N:9]=[C:8]([O:1][C:2]2[CH:3]=[CH:4][CH:5]=[CH:6][CH:7]=2)[CH:17]=[CH:16]3)=[O:20])=[C:27]([OH:28])[CH:26]=[CH:25][N:24]=1. The catalyst class is: 3.